This data is from Forward reaction prediction with 1.9M reactions from USPTO patents (1976-2016). The task is: Predict the product of the given reaction. (1) Given the reactants Br[CH2:2][C:3]1[CH:8]=[CH:7][C:6]([N+:9]([O-:11])=[O:10])=[CH:5][C:4]=1[CH2:12]Br.C([O-])([O-])=O.[K+].[K+].[CH3:20][C:21]1([NH2:27])[CH2:26][CH2:25][O:24][CH2:23][CH2:22]1, predict the reaction product. The product is: [CH3:20][C:21]1([N:27]2[CH2:12][C:4]3[C:3](=[CH:8][CH:7]=[C:6]([N+:9]([O-:11])=[O:10])[CH:5]=3)[CH2:2]2)[CH2:26][CH2:25][O:24][CH2:23][CH2:22]1. (2) Given the reactants Br[C:2]1[CH:11]=[C:10]([CH3:12])[C:5]([O:6][CH2:7][CH2:8][OH:9])=[C:4]([CH3:13])[CH:3]=1.[C:14]([C:17]1[CH:22]=[CH:21][C:20](B(O)O)=[CH:19][CH:18]=1)([OH:16])=[O:15].[F-].[Cs+].O1CCOCC1, predict the reaction product. The product is: [OH:9][CH2:8][CH2:7][O:6][C:5]1[C:10]([CH3:12])=[CH:11][C:2]([C:20]2[CH:21]=[CH:22][C:17]([C:14]([OH:16])=[O:15])=[CH:18][CH:19]=2)=[CH:3][C:4]=1[CH3:13]. (3) Given the reactants CC(C(CCC[CH2:15][N:16]1[C:20]([CH:21]([CH3:23])[CH3:22])=[C:19]([C:24]([NH:26][C:27]2[CH:32]=[CH:31][CH:30]=[CH:29][CH:28]=2)=[O:25])[C:18]([C:33]2[CH:38]=[CH:37][CH:36]=[CH:35][CH:34]=2)=[C:17]1[C:39]1[CH:44]=[CH:43][C:42]([F:45])=[CH:41][CH:40]=1)C(O)(O)C([O-])=O)(C)C.[OH-].[Na+].[C:48]([O:51]CC)(=[O:50])[CH3:49].[C:54]([O-:57])(=O)[CH3:55].[Ca+2].[C:59]([O-])(=[O:61])[CH3:60], predict the reaction product. The product is: [CH3:23][CH:21]([C:20]1[N:16]([CH2:15][CH2:60][C@@H:59]([OH:61])[CH2:55][C@@H:54]([OH:57])[CH2:49][C:48]([OH:51])=[O:50])[C:17]([C:39]2[CH:40]=[CH:41][C:42]([F:45])=[CH:43][CH:44]=2)=[C:18]([C:33]2[CH:38]=[CH:37][CH:36]=[CH:35][CH:34]=2)[C:19]=1[C:24]([NH:26][C:27]1[CH:32]=[CH:31][CH:30]=[CH:29][CH:28]=1)=[O:25])[CH3:22].